From a dataset of Reaction yield outcomes from USPTO patents with 853,638 reactions. Predict the reaction yield, written as a fraction of the theoretical maximum amount of product (1.0 means a 100% yield; for example, 0.34 means a 34% yield). (1) The reactants are Cl.[CH2:2]([O:9][C@H:10]([CH3:25])[C@@H:11]([CH3:24])[O:12][C:13]1[C:18]([C:19]([F:22])([F:21])[F:20])=[CH:17][N:16]=[C:15](Cl)[N:14]=1)[C:3]1[CH:8]=[CH:7][CH:6]=[CH:5][CH:4]=1.[NH2:26][C:27]1[CH:32]=[CH:31][C:30]([S:33]([CH:42]2[CH2:44][CH2:43]2)(=[N:35][C:36](=[O:41])[C:37]([F:40])([F:39])[F:38])=[O:34])=[CH:29][CH:28]=1. The catalyst is O1CCOCC1.C(#N)C.C(OCC)(=O)C. The product is [CH2:2]([O:9][C@H:10]([CH3:25])[C@H:11]([O:12][C:13]1[C:18]([C:19]([F:22])([F:21])[F:20])=[CH:17][N:16]=[C:15]([NH:26][C:27]2[CH:28]=[CH:29][C:30]([S:33]([CH:42]3[CH2:44][CH2:43]3)(=[N:35][C:36](=[O:41])[C:37]([F:40])([F:38])[F:39])=[O:34])=[CH:31][CH:32]=2)[N:14]=1)[CH3:24])[C:3]1[CH:8]=[CH:7][CH:6]=[CH:5][CH:4]=1. The yield is 0.560. (2) The reactants are [C:1]([O:5][C:6]([N:8]([CH3:14])[CH:9]([CH3:13])[C:10]([OH:12])=O)=[O:7])([CH3:4])([CH3:3])[CH3:2].C(P1(=O)OP(CCC)(=O)OP(CCC)(=O)O1)CC.Br.[CH:34]1([NH:44][C:45]([CH:47]2[CH2:51][S:50][CH2:49][N:48]2[C:52](=[O:58])[CH:53]([NH2:57])[CH:54]([CH3:56])[CH3:55])=[O:46])[C:43]2[C:38](=[CH:39][CH:40]=[CH:41][CH:42]=2)[CH2:37][CH2:36][CH2:35]1.CN1CCOCC1. The catalyst is C(OCC)(=O)C. The product is [C:1]([O:5][C:6](=[O:7])[N:8]([CH3:14])[CH:9]([C:10](=[O:12])[NH:57][CH:53]([C:52]([N:48]1[CH:47]([C:45](=[O:46])[NH:44][CH:34]2[C:43]3[C:38](=[CH:39][CH:40]=[CH:41][CH:42]=3)[CH2:37][CH2:36][CH2:35]2)[CH2:51][S:50][CH2:49]1)=[O:58])[CH:54]([CH3:55])[CH3:56])[CH3:13])([CH3:2])([CH3:3])[CH3:4]. The yield is 0.663. (3) The reactants are [Br:1][C:2]1[CH:3]=[C:4]([CH3:17])[C:5]2[N:9]=[C:8]([CH2:10][CH2:11][CH3:12])[N:7]([CH2:13][CH2:14][OH:15])[C:6]=2[CH:16]=1.CCN(CC)CC.[CH3:25][S:26](Cl)(=[O:28])=[O:27]. The catalyst is C(Cl)Cl. The product is [CH3:25][S:26]([O:15][CH2:14][CH2:13][N:7]1[C:6]2[CH:16]=[C:2]([Br:1])[CH:3]=[C:4]([CH3:17])[C:5]=2[N:9]=[C:8]1[CH2:10][CH2:11][CH3:12])(=[O:28])=[O:27]. The yield is 0.830. (4) The reactants are [CH3:1][C:2]1[CH:7]=[CH:6][N:5]=[CH:4][N:3]=1.[Cl:8][C:9]1[CH:10]=[C:11]([CH:17]=[CH:18][CH:19]=1)[C:12](OCC)=[O:13].C[Si]([N-][Si](C)(C)C)(C)C.[Li+]. The catalyst is O1CCCC1. The product is [Cl:8][C:9]1[CH:10]=[C:11]([C:12]([OH:13])=[CH:1][C:2]2[CH:7]=[CH:6][N:5]=[CH:4][N:3]=2)[CH:17]=[CH:18][CH:19]=1. The yield is 0.930. (5) The catalyst is C(Cl)Cl. The yield is 0.920. The reactants are [CH3:1][C:2]1[CH:3]=[CH:4][CH:5]=[CH:6][C:7]=1[NH2:8].CCN(CC)CC.[CH3:16][C:17]([CH3:22])([CH3:21])[C:18](Cl)=[O:19]. The product is [CH3:16][C:17]([CH3:22])([CH3:21])[C:18]([NH:8][C:7]1[CH:6]=[CH:5][CH:4]=[CH:3][C:2]=1[CH3:1])=[O:19]. (6) The reactants are [CH3:1][C:2]1([C:8]([C:10]2[C:18]3[C:13](=[N:14][CH:15]=[C:16]([C:19]4[CH:24]=[C:23]([O:25][CH3:26])[C:22]([O:27][CH3:28])=[C:21]([O:29][CH3:30])[CH:20]=4)[N:17]=3)[NH:12][CH:11]=2)=[O:9])[CH2:7][CH2:6][CH2:5][NH:4][CH2:3]1.N1(O)C2C=CC=CC=2N=N1.[C:41]([CH2:43][C:44](O)=[O:45])#[N:42].Cl.CN(C)CCCN=C=NCC.C(N(CC)CC)C. The catalyst is ClCCl. The product is [CH3:1][C:2]1([C:8]([C:10]2[C:18]3[C:13](=[N:14][CH:15]=[C:16]([C:19]4[CH:24]=[C:23]([O:25][CH3:26])[C:22]([O:27][CH3:28])=[C:21]([O:29][CH3:30])[CH:20]=4)[N:17]=3)[NH:12][CH:11]=2)=[O:9])[CH2:7][CH2:6][CH2:5][N:4]([C:44](=[O:45])[CH2:43][C:41]#[N:42])[CH2:3]1. The yield is 0.420.